This data is from Forward reaction prediction with 1.9M reactions from USPTO patents (1976-2016). The task is: Predict the product of the given reaction. (1) Given the reactants [O:1]1[C:6]2[CH:7]=[CH:8][C:9]([CH2:11][C:12]3[CH:13]=[C:14]([C@@H:20]4[O:25][C@H:24]([CH2:26][O:27][P:28](=[O:39])([O:34]C(C)(C)C)[O:29]C(C)(C)C)[C@@H:23]([OH:40])[C@H:22]([OH:41])[C@H:21]4[OH:42])[CH:15]=[CH:16][C:17]=3[CH2:18][CH3:19])=[CH:10][C:5]=2[O:4][CH2:3][CH2:2]1, predict the reaction product. The product is: [O:1]1[C:6]2[CH:7]=[CH:8][C:9]([CH2:11][C:12]3[CH:13]=[C:14]([C@@H:20]4[O:25][C@H:24]([CH2:26][O:27][P:28](=[O:29])([OH:34])[OH:39])[C@@H:23]([OH:40])[C@H:22]([OH:41])[C@H:21]4[OH:42])[CH:15]=[CH:16][C:17]=3[CH2:18][CH3:19])=[CH:10][C:5]=2[O:4][CH2:3][CH2:2]1. (2) The product is: [F:30][C:31]([F:36])([F:35])[C:32]([OH:34])=[O:33].[C:26]([C:25]1[CH:28]=[CH:29][C:22]([N:19]([CH2:13][CH2:14][CH2:16][CH2:17][CH2:18][CH2:31][CH3:32])[CH2:18][CH2:17][CH2:16][C:14]2[N:15]=[C:11]([S:10][C:7]([CH3:8])([CH3:9])[C:6]([OH:5])=[O:20])[S:12][CH:13]=2)=[N:23][CH:24]=1)#[N:27]. Given the reactants C([O:5][C:6](=[O:20])[C:7]([S:10][C:11]1[S:12][CH:13]=[C:14]([CH2:16][CH2:17][CH2:18][NH2:19])[N:15]=1)([CH3:9])[CH3:8])(C)(C)C.Cl[C:22]1[CH:29]=[CH:28][C:25]([C:26]#[N:27])=[CH:24][N:23]=1.[F:30][C:31]([F:36])([F:35])[C:32]([OH:34])=[O:33], predict the reaction product. (3) Given the reactants [Cl:1][C:2]1[C:3](F)=[C:4]2[C:9](=[CH:10][CH:11]=1)[O:8][CH:7]([C:12]([F:15])([F:14])[F:13])[C:6]([C:16]([O:18][CH2:19][CH3:20])=[O:17])=[CH:5]2.[C:22]1([OH:28])[CH:27]=[CH:26][CH:25]=[CH:24][CH:23]=1.C(=O)([O-])[O-].[K+].[K+].CC#N, predict the reaction product. The product is: [Cl:1][C:2]1[C:3]([O:28][C:22]2[CH:27]=[CH:26][CH:25]=[CH:24][CH:23]=2)=[C:4]2[C:9](=[CH:10][CH:11]=1)[O:8][CH:7]([C:12]([F:15])([F:14])[F:13])[C:6]([C:16]([O:18][CH2:19][CH3:20])=[O:17])=[CH:5]2. (4) The product is: [OH:4][C:5]1[CH:14]=[C:13]2[C:8]([C@@H:9]([CH2:24][CH2:25][CH2:26][CH2:27][CH2:28][CH2:29][CH2:30][CH2:31][CH:32]([CH2:41][CH2:42][CH2:43][C:44]([F:50])([F:49])[C:45]([F:46])([F:47])[F:48])[C:33]([OH:35])=[O:34])[C@:10]([C:16]3[CH:17]=[CH:18][C:19]([OH:22])=[CH:20][CH:21]=3)([CH3:15])[CH2:11][S:12]2)=[CH:7][CH:6]=1. Given the reactants [OH-].[K+].C[O:4][C:5]1[CH:14]=[C:13]2[C:8]([C@@H:9]([CH2:24][CH2:25][CH2:26][CH2:27][CH2:28][CH2:29][CH2:30][CH2:31][C:32]([CH2:41][CH2:42][CH2:43][C:44]([F:50])([F:49])[C:45]([F:48])([F:47])[F:46])(C(OC)=O)[C:33]([O:35]C)=[O:34])[C@:10]([C:16]3[CH:21]=[CH:20][C:19]([O:22]C)=[CH:18][CH:17]=3)([CH3:15])[CH2:11][S:12]2)=[CH:7][CH:6]=1.Cl.B(Br)(Br)Br, predict the reaction product. (5) The product is: [CH:18]1([C:16]([NH:15][C:13]2[N:14]=[C:9]3[CH:8]=[CH:7][C:6]([O:5][C:4]4[CH:3]=[C:2]([NH:1][C:27](=[O:28])[C:26]5[CH:30]=[C:31]([C:34]([F:35])([F:36])[F:37])[CH:32]=[CH:33][C:25]=5[F:24])[CH:23]=[CH:22][CH:21]=4)=[N:11][N:10]3[CH:12]=2)=[O:17])[CH2:20][CH2:19]1. Given the reactants [NH2:1][C:2]1[CH:3]=[C:4]([CH:21]=[CH:22][CH:23]=1)[O:5][C:6]1[CH:7]=[CH:8][C:9]2[N:10]([CH:12]=[C:13]([NH:15][C:16]([CH:18]3[CH2:20][CH2:19]3)=[O:17])[N:14]=2)[N:11]=1.[F:24][C:25]1[CH:33]=[CH:32][C:31]([C:34]([F:37])([F:36])[F:35])=[CH:30][C:26]=1[C:27](O)=[O:28].ON1C2C=CC=CC=2N=N1.Cl.C(N=C=NCCCN(C)C)C, predict the reaction product. (6) Given the reactants [Br:1][C:2]1[S:6](=[O:8])(=[O:7])[C:5]2[CH:9]=[C:10]([O:13][CH3:14])[CH:11]=[CH:12][C:4]=2[C:3]=1Br.[Br:16][C:17]1[CH:22]=[CH:21][C:20]([OH:23])=[CH:19][CH:18]=1.C([O-])([O-])=O.[Cs+].[Cs+], predict the reaction product. The product is: [Br:1][C:2]1[S:6](=[O:8])(=[O:7])[C:5]2[CH:9]=[C:10]([O:13][CH3:14])[CH:11]=[CH:12][C:4]=2[C:3]=1[O:23][C:20]1[CH:21]=[CH:22][C:17]([Br:16])=[CH:18][CH:19]=1. (7) Given the reactants [CH3:1][NH:2][CH3:3].[CH3:4][O:5][C:6]1[CH:7]=[C:8]([S:12](Cl)(=[O:14])=[O:13])[CH:9]=[CH:10][CH:11]=1.N1C=CC=CC=1.O, predict the reaction product. The product is: [CH3:4][O:5][C:6]1[CH:7]=[C:8]([S:12]([N:2]([CH3:3])[CH3:1])(=[O:14])=[O:13])[CH:9]=[CH:10][CH:11]=1. (8) The product is: [Cl:1][CH2:2][C:3]1[C:8]([C:9]([O:11][CH3:12])=[O:10])=[CH:7][CH:6]=[CH:5][N+:4]=1[O-:21]. Given the reactants [Cl:1][CH2:2][C:3]1[C:8]([C:9]([O:11][CH3:12])=[O:10])=[CH:7][CH:6]=[CH:5][N:4]=1.C1C=C(Cl)C=C(C(OO)=[O:21])C=1, predict the reaction product.